This data is from NCI-60 drug combinations with 297,098 pairs across 59 cell lines. The task is: Regression. Given two drug SMILES strings and cell line genomic features, predict the synergy score measuring deviation from expected non-interaction effect. Drug 1: CCCCC(=O)OCC(=O)C1(CC(C2=C(C1)C(=C3C(=C2O)C(=O)C4=C(C3=O)C=CC=C4OC)O)OC5CC(C(C(O5)C)O)NC(=O)C(F)(F)F)O. Drug 2: CC1=C2C(C(=O)C3(C(CC4C(C3C(C(C2(C)C)(CC1OC(=O)C(C(C5=CC=CC=C5)NC(=O)OC(C)(C)C)O)O)OC(=O)C6=CC=CC=C6)(CO4)OC(=O)C)O)C)O. Cell line: NCI/ADR-RES. Synergy scores: CSS=27.2, Synergy_ZIP=-8.19, Synergy_Bliss=-11.5, Synergy_Loewe=-10.7, Synergy_HSA=-10.5.